From a dataset of Peptide-MHC class II binding affinity with 134,281 pairs from IEDB. Regression. Given a peptide amino acid sequence and an MHC pseudo amino acid sequence, predict their binding affinity value. This is MHC class II binding data. The peptide sequence is GELQIVDKIDAQFKI. The MHC is DRB1_1302 with pseudo-sequence DRB1_1302. The binding affinity (normalized) is 0.751.